From a dataset of Reaction yield outcomes from USPTO patents with 853,638 reactions. Predict the reaction yield, written as a fraction of the theoretical maximum amount of product (1.0 means a 100% yield; for example, 0.34 means a 34% yield). (1) The catalyst is C1COCC1.[Cu]I.C1C=CC([P]([Pd]([P](C2C=CC=CC=2)(C2C=CC=CC=2)C2C=CC=CC=2)([P](C2C=CC=CC=2)(C2C=CC=CC=2)C2C=CC=CC=2)[P](C2C=CC=CC=2)(C2C=CC=CC=2)C2C=CC=CC=2)(C2C=CC=CC=2)C2C=CC=CC=2)=CC=1. The reactants are [CH2:1]([C:8]1[NH:13][C:12](=[O:14])[C:11]([C:15]2[CH:20]=[CH:19][C:18]([O:21][C:22]3[CH:27]=[CH:26][N:25]=[C:24]4[CH:28]=[C:29](I)[S:30][C:23]=34)=[C:17]([F:32])[CH:16]=2)=[CH:10][N:9]=1)[C:2]1[CH:7]=[CH:6][CH:5]=[CH:4][CH:3]=1.[CH3:33][N:34]1[CH2:39][CH2:38][N:37]([CH2:40][C:41]#[CH:42])[CH2:36][CH2:35]1.C(N(CC)CC)C. The yield is 0.810. The product is [CH2:1]([C:8]1[NH:13][C:12](=[O:14])[C:11]([C:15]2[CH:20]=[CH:19][C:18]([O:21][C:22]3[CH:27]=[CH:26][N:25]=[C:24]4[CH:28]=[C:29]([C:42]#[C:41][CH2:40][N:37]5[CH2:38][CH2:39][N:34]([CH3:33])[CH2:35][CH2:36]5)[S:30][C:23]=34)=[C:17]([F:32])[CH:16]=2)=[CH:10][N:9]=1)[C:2]1[CH:7]=[CH:6][CH:5]=[CH:4][CH:3]=1. (2) The reactants are [S:1]1[CH:5]=[CH:4][CH:3]=[C:2]1[S:6]([NH:9][C:10]1[CH:11]=[CH:12][CH:13]=[C:14]2[C:18]=1[NH:17][C:16]([C:19]1[S:20][CH:21]([CH2:24][C:25]([O:27]CC)=[O:26])[CH2:22][N:23]=1)=[CH:15]2)(=[O:8])=[O:7].[OH-].[K+].Cl. The catalyst is O1CCCC1.CO. The product is [S:1]1[CH:5]=[CH:4][CH:3]=[C:2]1[S:6]([NH:9][C:10]1[CH:11]=[CH:12][CH:13]=[C:14]2[C:18]=1[NH:17][C:16]([C:19]1[S:20][CH:21]([CH2:24][C:25]([OH:27])=[O:26])[CH2:22][N:23]=1)=[CH:15]2)(=[O:8])=[O:7]. The yield is 0.560. (3) The reactants are Br[C:2]1[CH:15]=[C:14]2[C:5]([CH2:6][C:7]3([C:13]42[N:19]=[C:18]([NH2:20])[C:17]([CH3:21])=[N:16]4)[CH2:12][CH2:11][O:10][CH2:9][CH2:8]3)=[CH:4][CH:3]=1.[Cl:22][C:23]1[CH:24]=[C:25](B(O)O)[CH:26]=[CH:27][CH:28]=1.C([O-])([O-])=O.[K+].[K+].O1CCOCC1. The catalyst is [Cl-].[Na+].O.C1C=CC(P(C2C=CC=CC=2)[C-]2C=CC=C2)=CC=1.C1C=CC(P(C2C=CC=CC=2)[C-]2C=CC=C2)=CC=1.Cl[Pd]Cl.[Fe+2]. The product is [Cl:22][C:23]1[CH:28]=[C:27]([C:2]2[CH:15]=[C:14]3[C:5]([CH2:6][C:7]4([C:13]53[N:19]=[C:18]([NH2:20])[C:17]([CH3:21])=[N:16]5)[CH2:8][CH2:9][O:10][CH2:11][CH2:12]4)=[CH:4][CH:3]=2)[CH:26]=[CH:25][CH:24]=1. The yield is 0.440. (4) The reactants are [Br:1][C:2]1[CH:9]=[CH:8][C:5]([CH2:6][OH:7])=[CH:4][CH:3]=1.F[C:11]1[CH:16]=[CH:15][CH:14]=[CH:13][N:12]=1.CC(C)([O-])C.[K+].C(=O)(O)[O-].[Na+]. The catalyst is O1CCCC1.CCCCCCC. The product is [Br:1][C:2]1[CH:9]=[CH:8][C:5]([CH2:6][O:7][C:11]2[CH:16]=[CH:15][CH:14]=[CH:13][N:12]=2)=[CH:4][CH:3]=1. The yield is 0.932. (5) The reactants are [C:1]1([CH3:11])[CH:6]=[CH:5][CH:4]=[CH:3][C:2]=1[NH:7][C:8]([NH2:10])=[S:9].C(=O)([O-])[O-].[Cs+].[Cs+].[N:18]([CH2:21][CH2:22][C:23]1[CH:24]=[C:25]([C:29]2[N:33]=[CH:32][N:31]([C:34]3[CH:39]=[CH:38][C:37]([O:40][C:41]([F:44])([F:43])[F:42])=[CH:36][CH:35]=3)[N:30]=2)[CH:26]=[CH:27][CH:28]=1)=[C:19]=[O:20]. The catalyst is C(#N)C.ClCCl. The product is [C:1]1([CH3:11])[CH:6]=[CH:5][CH:4]=[CH:3][C:2]=1[NH:7][C:8]([NH:10][C:19]([NH:18][CH2:21][CH2:22][C:23]1[CH:28]=[CH:27][CH:26]=[C:25]([C:29]2[N:33]=[CH:32][N:31]([C:34]3[CH:39]=[CH:38][C:37]([O:40][C:41]([F:44])([F:42])[F:43])=[CH:36][CH:35]=3)[N:30]=2)[CH:24]=1)=[O:20])=[S:9]. The yield is 0.370. (6) The reactants are [CH3:1][N:2]1[CH:7]=[C:6]([C:8]([O:10]C)=[O:9])[CH:5]([CH:12]=[C:13]([CH3:15])[CH3:14])[C:4]([C:16]([O:18][CH3:19])=[O:17])=[CH:3]1.C1COCC1.CO.Cl. The catalyst is [OH-].[Li+]. The product is [CH3:19][O:18][C:16]([C:4]1[CH:5]([CH:12]=[C:13]([CH3:15])[CH3:14])[C:6]([C:8]([OH:10])=[O:9])=[CH:7][N:2]([CH3:1])[CH:3]=1)=[O:17]. The yield is 0.670.